Dataset: NCI-60 drug combinations with 297,098 pairs across 59 cell lines. Task: Regression. Given two drug SMILES strings and cell line genomic features, predict the synergy score measuring deviation from expected non-interaction effect. (1) Drug 1: COC1=C(C=C2C(=C1)N=CN=C2NC3=CC(=C(C=C3)F)Cl)OCCCN4CCOCC4. Drug 2: C1=CC(=CC=C1CCCC(=O)O)N(CCCl)CCCl. Cell line: OVCAR-8. Synergy scores: CSS=36.8, Synergy_ZIP=-9.64, Synergy_Bliss=-0.486, Synergy_Loewe=-9.68, Synergy_HSA=4.83. (2) Drug 1: COC1=C2C(=CC3=C1OC=C3)C=CC(=O)O2. Drug 2: C1C(C(OC1N2C=NC3=C2NC=NCC3O)CO)O. Cell line: MOLT-4. Synergy scores: CSS=3.77, Synergy_ZIP=2.20, Synergy_Bliss=-4.39, Synergy_Loewe=-2.66, Synergy_HSA=-2.38. (3) Drug 1: CC(C1=C(C=CC(=C1Cl)F)Cl)OC2=C(N=CC(=C2)C3=CN(N=C3)C4CCNCC4)N. Drug 2: C1CN(CCN1C(=O)CCBr)C(=O)CCBr. Cell line: OVCAR-5. Synergy scores: CSS=8.98, Synergy_ZIP=-4.31, Synergy_Bliss=-2.42, Synergy_Loewe=-2.84, Synergy_HSA=-2.54. (4) Drug 1: CCCS(=O)(=O)NC1=C(C(=C(C=C1)F)C(=O)C2=CNC3=C2C=C(C=N3)C4=CC=C(C=C4)Cl)F. Drug 2: C1=CC=C(C=C1)NC(=O)CCCCCCC(=O)NO. Cell line: SR. Synergy scores: CSS=64.8, Synergy_ZIP=-1.98, Synergy_Bliss=5.24, Synergy_Loewe=-10.1, Synergy_HSA=5.86.